This data is from Experimentally validated miRNA-target interactions with 360,000+ pairs, plus equal number of negative samples. The task is: Binary Classification. Given a miRNA mature sequence and a target amino acid sequence, predict their likelihood of interaction. (1) The miRNA is hsa-miR-767-5p with sequence UGCACCAUGGUUGUCUGAGCAUG. The protein sequence of the target gene is MAPTGLLVAGASFLAFRGLHWGLRRLPTPESAARDRWQWWNLCVSLAHSLLSGTGALLGLSLYPQMAADPIHGHPRWALVLVAVSVGYFLADGADLLWNQTLGKTWDLLCHHLVVVSCLSTAVLSGHYVGFSMVSLLLELNSACLHLRKLLLLSRQAPSLAFSVTSWASLATLALFRLVPLGWMSLWLFRQHHQVPLALVTLGGIGLVTVGIMSIILGIRILVNDVLQSRPHPPSPGHEKTRGTRTRRDNGPVTSNSSTLSLKD. Result: 1 (interaction). (2) The miRNA is hsa-miR-3605-3p with sequence CCUCCGUGUUACCUGUCCUCUAG. The protein sequence of the target gene is MRLISIAPGPRWQVQSHHPRSAGQNCTFQLHGPNGTVESPGFPYGYPNYANCTWTITAEEQHRIQLVFQSFALEEDFDVLSVFDGPPQPENLRTRLTGFQLPATIVSAATTLSLRLISDYAVSAQGFHATYEVLPSHTCGNPGRLPNGIQQGSTFNLGDKVRYSCNLGFFLEGHAVLTCHAGSENSATWDFPLPSCRADDACGGTLRGQSGIISSPHFPSEYHNNADCTWTILAELGDTIALVFIDFQLEDGYDFLEVTGTEGSSLWFTGASLPAPVISSKNWLRLHFTSDGNHRQRGFS.... Result: 0 (no interaction). (3) The miRNA is hsa-miR-106a-5p with sequence AAAAGUGCUUACAGUGCAGGUAG. The protein sequence of the target gene is MESGSTAASEEARSLRECELYVQKHNIQALLKDSIVQLCTARPERPMAFLREYFERLEKEEAKQIQNLQKAGTRTDSREDEISPPPPNPVVKGRRRRGAISAEVYTEEDAASYVRKVIPKDYKTMAALAKAIEKNVLFSHLDDNERSDIFDAMFSVSFIAGETVIQQGDEGDNFYVIDQGETDVYVNNEWATSVGEGGSFGELALIYGTPRAATVKAKTNVKLWGIDRDSYRRILMGSTLRKRKMYEEFLSKVSILESLDKWERLTVADALEPVQFEDGQKIVVQGEPGDEFFIILEGSA.... Result: 1 (interaction). (4) The miRNA is ath-miR160b with sequence UGCCUGGCUCCCUGUAUGCCA. The protein sequence of the target gene is MSPPSATAGDINHREVDPTIWRACAGASVQIPVLHSRVYYFPQGHVEHCCPLLSTLPSSTSPVPCIITSIQLLADPVTDEVFAHLILQPMTQQQFTPTNYSRFGRFDGDVDDNNKVTTFAKILTPSDANNGGGFSVPRFCADSVFPLLNFQIDPPVQKLYVTDIHGAVWDFRHIYRGTPRRHLLTTGWSKFVNSKKLIAGDSVVFMRKSADEMFIGVRRTPISSSDGGSSYYGGDEYNGYYSQSSVAKEDDGSPKKTFRRSGNGKLTAEAVTDAINRASQGLPFEVVFYPAAGWSEFVVR.... Result: 1 (interaction). (5) The miRNA is dme-miR-2b-3p with sequence UAUCACAGCCAGCUUUGAGGAGC. The protein sequence of the target gene is MVTLRKRTLKVLTFLVLFIFLTSFFLNYSHTMVATTWFPKQMVLELSENLKRLIKHRPCTCTHCIGQRKLSAWFDERFNQTMQPLLTAQNALLEDDTYRWWLRLQREKKPNNLNDTIKELFRVVPGNVDPMLEKRSVGCRRCAVVGNSGNLRESSYGPEIDSHDFVLRMNKAPTAGFEADVGTKTTHHLVYPESFRELGDNVSMILVPFKTIDLEWVVSAITTGTISHTYIPVPAKIRVKQDKILIYHPAFIKYVFDNWLQGHGRYPSTGILSVIFSMHVCDEVDLYGFGADSKGNWHHY.... Result: 0 (no interaction). (6) The protein sequence of the target gene is MWPQPYLPPHPMMLEESRQNKLAAAKKKLKEYQQRKSPGIPAGAKTKKKKTDSSPETTTSGGGHSPGDSQYQELAVALESSSVTISQLNENIESLKQQKKQVEHQLEEAKKTNNEIHKAQMERLETINILTLEKADLKTTLYHTKRAARHFEEESKDLAGRLQYSLQRIQELERALCAVSTQQQEEDRSSSCREAVLHRRLQQTIKERALLNAHVTQVTESLKQVQLERDEYAKHIKGERARWQERMWKMSVEARTLKEEKKRDIHRIQELERSLSELKNQMAKPPSLAPPAVTSVVEQL.... The miRNA is hsa-miR-450b-5p with sequence UUUUGCAAUAUGUUCCUGAAUA. Result: 1 (interaction). (7) The miRNA is hsa-miR-301a-5p with sequence GCUCUGACUUUAUUGCACUACU. The protein sequence of the target gene is MPVSTALHQDGSQERPRSLVSTTSSSGSSRDSHSAMEEPTGSEASAQNGTGSPWDRHVPNSNNNSSGWLNMKGPLSPFNGRAGTSPAYHKLSYLGRVVREIVETERMYVQDLRSIVEDYLLKIIDTPGLLKPEQVSALFGNIESIYALNSQLLRDLDSCNSDPVAVASCFVERSQEFDIYTQYCNNYPNSVAALTECMQDKQQAKFFRDRQELLQHSLPLGSYLLKPVQRVLKYHLLLQEIAKHFDEEEDGFEVVEDAIDTMTCVAWYINDMKRRHEHAVRLQEIQSLLINWKGPDLTTY.... Result: 0 (no interaction).